Regression. Given two drug SMILES strings and cell line genomic features, predict the synergy score measuring deviation from expected non-interaction effect. From a dataset of NCI-60 drug combinations with 297,098 pairs across 59 cell lines. (1) Drug 1: C1=NC2=C(N1)C(=S)N=C(N2)N. Drug 2: CS(=O)(=O)OCCCCOS(=O)(=O)C. Cell line: UACC-257. Synergy scores: CSS=19.6, Synergy_ZIP=0.778, Synergy_Bliss=2.88, Synergy_Loewe=-25.2, Synergy_HSA=-1.15. (2) Drug 1: CC1C(C(CC(O1)OC2CC(CC3=C2C(=C4C(=C3O)C(=O)C5=C(C4=O)C(=CC=C5)OC)O)(C(=O)CO)O)N)O. Drug 2: CC1=C(C(=CC=C1)Cl)NC(=O)C2=CN=C(S2)NC3=CC(=NC(=N3)C)N4CCN(CC4)CCO. Cell line: HCT116. Synergy scores: CSS=65.2, Synergy_ZIP=8.32, Synergy_Bliss=4.86, Synergy_Loewe=-29.1, Synergy_HSA=2.67. (3) Drug 1: C1=C(C(=O)NC(=O)N1)F. Drug 2: CC12CCC3C(C1CCC2OP(=O)(O)O)CCC4=C3C=CC(=C4)OC(=O)N(CCCl)CCCl.[Na+]. Cell line: SF-539. Synergy scores: CSS=40.6, Synergy_ZIP=-9.44, Synergy_Bliss=-17.9, Synergy_Loewe=-31.0, Synergy_HSA=-15.4. (4) Drug 1: COC1=NC(=NC2=C1N=CN2C3C(C(C(O3)CO)O)O)N. Drug 2: CCCCC(=O)OCC(=O)C1(CC(C2=C(C1)C(=C3C(=C2O)C(=O)C4=C(C3=O)C=CC=C4OC)O)OC5CC(C(C(O5)C)O)NC(=O)C(F)(F)F)O. Cell line: COLO 205. Synergy scores: CSS=58.7, Synergy_ZIP=-2.27, Synergy_Bliss=-3.92, Synergy_Loewe=-0.884, Synergy_HSA=0.525. (5) Drug 1: CC(CN1CC(=O)NC(=O)C1)N2CC(=O)NC(=O)C2. Synergy scores: CSS=40.4, Synergy_ZIP=0.228, Synergy_Bliss=-0.613, Synergy_Loewe=-60.2, Synergy_HSA=0.487. Cell line: SNB-75. Drug 2: CC1C(C(CC(O1)OC2CC(CC3=C2C(=C4C(=C3O)C(=O)C5=CC=CC=C5C4=O)O)(C(=O)C)O)N)O. (6) Drug 1: CC1C(C(CC(O1)OC2CC(CC3=C2C(=C4C(=C3O)C(=O)C5=C(C4=O)C(=CC=C5)OC)O)(C(=O)CO)O)N)O.Cl. Drug 2: CN(CC1=CN=C2C(=N1)C(=NC(=N2)N)N)C3=CC=C(C=C3)C(=O)NC(CCC(=O)O)C(=O)O. Cell line: TK-10. Synergy scores: CSS=29.6, Synergy_ZIP=-5.10, Synergy_Bliss=-1.99, Synergy_Loewe=-22.1, Synergy_HSA=-2.34. (7) Drug 1: CN(C)C1=NC(=NC(=N1)N(C)C)N(C)C. Drug 2: C1C(C(OC1N2C=C(C(=O)NC2=O)F)CO)O. Cell line: SK-MEL-2. Synergy scores: CSS=19.2, Synergy_ZIP=1.87, Synergy_Bliss=1.39, Synergy_Loewe=-16.9, Synergy_HSA=-2.09. (8) Drug 1: CN1C(=O)N2C=NC(=C2N=N1)C(=O)N. Drug 2: C1C(C(OC1N2C=NC(=NC2=O)N)CO)O. Cell line: HCC-2998. Synergy scores: CSS=13.8, Synergy_ZIP=-2.74, Synergy_Bliss=-1.65, Synergy_Loewe=-21.2, Synergy_HSA=-1.39. (9) Drug 1: C1=NC(=NC(=O)N1C2C(C(C(O2)CO)O)O)N. Drug 2: C1CCC(C(C1)N)N.C(=O)(C(=O)[O-])[O-].[Pt+4]. Cell line: OVCAR-4. Synergy scores: CSS=27.0, Synergy_ZIP=-11.1, Synergy_Bliss=-2.93, Synergy_Loewe=-6.30, Synergy_HSA=-0.209.